This data is from Forward reaction prediction with 1.9M reactions from USPTO patents (1976-2016). The task is: Predict the product of the given reaction. (1) Given the reactants [N:1]1[CH:6]=[CH:5][CH:4]=[CH:3][CH:2]=1, predict the reaction product. The product is: [CH:4]1[CH:3]=[CH:2][N:1]=[C:6]([C:2]2[CH:3]=[CH:4][CH:5]=[CH:6][N:1]=2)[CH:5]=1. (2) Given the reactants Cl[C:2]1[N:7]=[N:6][C:5]([C:8]([NH2:10])=[O:9])=[C:4]([NH:11][C:12]2[CH:17]=[C:16]([CH3:18])[CH:15]=[C:14]([CH2:19][CH2:20][CH3:21])[N:13]=2)[CH:3]=1.[NH2:22][C@@H:23]1[CH2:28][CH2:27][CH2:26][CH2:25][C@@H:24]1[NH:29][C:30](=[O:36])[O:31][C:32]([CH3:35])([CH3:34])[CH3:33], predict the reaction product. The product is: [C:8]([C:5]1[N:6]=[N:7][C:2]([NH:22][C@@H:23]2[CH2:28][CH2:27][CH2:26][CH2:25][C@@H:24]2[NH:29][C:30](=[O:36])[O:31][C:32]([CH3:34])([CH3:33])[CH3:35])=[CH:3][C:4]=1[NH:11][C:12]1[CH:17]=[C:16]([CH3:18])[CH:15]=[C:14]([CH2:19][CH2:20][CH3:21])[N:13]=1)(=[O:9])[NH2:10]. (3) Given the reactants C(O)(C(F)(F)F)=O.C(Cl)Cl.[N:11]1[C:20]2[C:15](=[CH:16][CH:17]=[CH:18][CH:19]=2)[C:14]([CH2:21][NH:22][C:23]2[CH:27]=[CH:26][S:25][C:24]=2[C:28]([NH:30][C:31]2[CH:39]=[C:38]3[C:34]([CH2:35][CH2:36][N:37]3C(OC(C)(C)C)=O)=[CH:33][CH:32]=2)=[O:29])=[CH:13][CH:12]=1.[OH-].[Na+], predict the reaction product. The product is: [NH:37]1[C:38]2[C:34](=[CH:33][CH:32]=[C:31]([NH:30][C:28]([C:24]3[S:25][CH:26]=[CH:27][C:23]=3[NH:22][CH2:21][C:14]3[C:15]4[C:20](=[CH:19][CH:18]=[CH:17][CH:16]=4)[N:11]=[CH:12][CH:13]=3)=[O:29])[CH:39]=2)[CH2:35][CH2:36]1. (4) Given the reactants [C:1]([N:9]1[CH2:14][CH2:13][N:12]([C:15](=[O:36])[C:16]([C:18]2[C:26]3[C:21](=[C:22]([C:29]4[N:30]=[CH:31][C:32]([NH2:35])=[N:33][CH:34]=4)[N:23]=[CH:24][C:25]=3[O:27][CH3:28])[NH:20][CH:19]=2)=[O:17])[CH2:11][CH2:10]1)(=[O:8])[C:2]1[CH:7]=[CH:6][CH:5]=[CH:4][CH:3]=1.[C:37](OC(=O)C)(=[O:39])[CH3:38], predict the reaction product. The product is: [C:1]([N:9]1[CH2:14][CH2:13][N:12]([C:15](=[O:36])[C:16]([C:18]2[C:26]3[C:21](=[C:22]([C:29]4[N:30]=[CH:31][C:32]([NH:35][C:37](=[O:39])[CH3:38])=[N:33][CH:34]=4)[N:23]=[CH:24][C:25]=3[O:27][CH3:28])[NH:20][CH:19]=2)=[O:17])[CH2:11][CH2:10]1)(=[O:8])[C:2]1[CH:7]=[CH:6][CH:5]=[CH:4][CH:3]=1. (5) Given the reactants C(N(CC)CC)C.[CH3:8][S:9](Cl)(=[O:11])=[O:10].[CH2:13]([N:20]1[C:24]2([CH2:29][CH2:28][NH:27][CH2:26][CH2:25]2)[NH:23][CH:22]([CH2:30][C:31]2[CH:36]=[CH:35][CH:34]=[CH:33][CH:32]=2)[C:21]1=[O:37])[C:14]1[CH:19]=[CH:18][CH:17]=[CH:16][CH:15]=1.C(=O)([O-])[O-].[Na+].[Na+], predict the reaction product. The product is: [CH2:13]([N:20]1[C:24]2([CH2:25][CH2:26][N:27]([S:9]([CH3:8])(=[O:11])=[O:10])[CH2:28][CH2:29]2)[NH:23][CH:22]([CH2:30][C:31]2[CH:32]=[CH:33][CH:34]=[CH:35][CH:36]=2)[C:21]1=[O:37])[C:14]1[CH:19]=[CH:18][CH:17]=[CH:16][CH:15]=1. (6) The product is: [C:1]([C:5]1[N:6]=[C:7]([N:16]2[CH2:20][CH2:19][C:18]([F:21])([F:22])[CH2:17]2)[C:8]2[N:13]=[N:12][N:11]([CH2:14][C:15]3[C:51]([Cl:52])=[C:50]([Cl:53])[CH:49]=[CH:48][N:47]=3)[C:9]=2[N:10]=1)([CH3:2])([CH3:3])[CH3:4]. Given the reactants [C:1]([C:5]1[N:6]=[C:7]([N:16]2[CH2:20][CH2:19][C:18]([F:22])([F:21])[CH2:17]2)[C:8]2[N:13]=[N:12][N:11]([CH2:14][CH3:15])[C:9]=2[N:10]=1)([CH3:4])([CH3:3])[CH3:2].C(C1N=C(N2CCC(F)(F)C2)C2N=NNC=2N=1)(C)(C)C.Br.BrCC1[C:51]([Cl:52])=[C:50]([Cl:53])[CH:49]=[CH:48][N:47]=1, predict the reaction product. (7) Given the reactants Br[C:2]1[S:3][C:4]2[C:10]([C:11]3[CH:16]=[CH:15][C:14]([Cl:17])=[CH:13][CH:12]=3)=[C:9]([C@H:18]([O:24][C:25]([CH3:28])([CH3:27])[CH3:26])[C:19]([O:21][CH2:22][CH3:23])=[O:20])[C:8]([CH3:29])=[CH:7][C:5]=2[N:6]=1.[CH3:30][NH:31][C:32]1[CH:37]=[CH:36][C:35](B2OC(C)(C)C(C)(C)O2)=[CH:34][C:33]=1[N+:47]([O-:49])=[O:48].C(=O)([O-])[O-].[K+].[K+].CCOC(C)=O, predict the reaction product. The product is: [C:25]([O:24][C@@H:18]([C:9]1[C:8]([CH3:29])=[CH:7][C:5]2[N:6]=[C:2]([C:35]3[CH:36]=[CH:37][C:32]([NH:31][CH3:30])=[C:33]([N+:47]([O-:49])=[O:48])[CH:34]=3)[S:3][C:4]=2[C:10]=1[C:11]1[CH:16]=[CH:15][C:14]([Cl:17])=[CH:13][CH:12]=1)[C:19]([O:21][CH2:22][CH3:23])=[O:20])([CH3:28])([CH3:27])[CH3:26].